This data is from Full USPTO retrosynthesis dataset with 1.9M reactions from patents (1976-2016). The task is: Predict the reactants needed to synthesize the given product. (1) The reactants are: [CH2:1]([N:5]([S:15]([C:18]1[CH:23]=[CH:22][C:21]([CH3:24])=[CH:20][CH:19]=1)(=[O:17])=[O:16])[C@H:6]([C:12]([OH:14])=[O:13])[CH2:7][CH2:8][CH2:9][CH2:10][NH2:11])[CH:2]([CH3:4])[CH3:3].[C:25]([O:29][C:30]([NH:32][C@H:33]([C:38](O)=[O:39])[CH2:34][CH2:35][S:36][CH3:37])=[O:31])([CH3:28])([CH3:27])[CH3:26]. Given the product [CH3:24][C:21]1[CH:22]=[CH:23][C:18]([S:15]([N:5]([C@H:6]([C:12]([OH:14])=[O:13])[CH2:7][CH2:8][CH2:9][CH2:10][NH:11][C:38]([C@@H:33]([NH:32][C:30]([O:29][C:25]([CH3:28])([CH3:27])[CH3:26])=[O:31])[CH2:34][CH2:35][S:36][CH3:37])=[O:39])[CH2:1][CH:2]([CH3:3])[CH3:4])(=[O:17])=[O:16])=[CH:19][CH:20]=1, predict the reactants needed to synthesize it. (2) The reactants are: [F:1][C:2]([F:41])([F:40])[C:3]1[CH:4]=[C:5]([C@H:13]([OH:39])[C@@H:14]([NH:16][CH2:17][C:18]2[CH:23]=[C:22]([C:24]([F:27])([F:26])[F:25])[CH:21]=[CH:20][C:19]=2[C:28]2[CH:33]=[C:32]([CH:34]([CH3:36])[CH3:35])[CH:31]=[CH:30][C:29]=2[O:37][CH3:38])[CH3:15])[CH:6]=[C:7]([C:9]([F:12])([F:11])[F:10])[CH:8]=1.[O:42](C(OC(C)(C)C)=O)[C:43]([O:45][C:46]([CH3:49])([CH3:48])[CH3:47])=O. Given the product [F:1][C:2]([F:40])([F:41])[C:3]1[CH:4]=[C:5]([C@H:13]([OH:39])[C@@H:14]([N:16]([CH2:17][C:18]2[CH:23]=[C:22]([C:24]([F:25])([F:26])[F:27])[CH:21]=[CH:20][C:19]=2[C:28]2[CH:33]=[C:32]([CH:34]([CH3:35])[CH3:36])[CH:31]=[CH:30][C:29]=2[O:37][CH3:38])[C:43](=[O:42])[O:45][C:46]([CH3:49])([CH3:48])[CH3:47])[CH3:15])[CH:6]=[C:7]([C:9]([F:11])([F:10])[F:12])[CH:8]=1, predict the reactants needed to synthesize it. (3) Given the product [CH3:1][C:2]1[CH:14]=[C:13]([CH2:15][N:16]([CH2:17][CH2:18][CH3:19])[C:33]2[N:38]=[C:37]([C:39]3[CH:40]=[CH:41][C:42]([C:45]([F:48])([F:46])[F:47])=[CH:43][CH:44]=3)[CH:36]=[CH:35][N:34]=2)[CH:12]=[CH:11][C:3]=1[O:4][CH2:5][C:6]([O:8][CH2:9][CH3:10])=[O:7], predict the reactants needed to synthesize it. The reactants are: [CH3:1][C:2]1[CH:14]=[C:13]([CH2:15][NH:16][CH2:17][CH2:18][CH3:19])[CH:12]=[CH:11][C:3]=1[O:4][CH2:5][C:6]([O:8][CH2:9][CH3:10])=[O:7].C(N(CC)C(C)C)(C)C.CS([C:33]1[N:38]=[C:37]([C:39]2[CH:44]=[CH:43][C:42]([C:45]([F:48])([F:47])[F:46])=[CH:41][CH:40]=2)[CH:36]=[CH:35][N:34]=1)(=O)=O. (4) Given the product [Br:1][C:2]1[CH:3]=[CH:4][C:5]2[O:14][C:13]3[C:12](=[O:15])[NH:11][C:10]([CH2:16][N:20]4[C:21](=[O:28])[C:22]5[C:27](=[CH:26][CH:25]=[CH:24][CH:23]=5)[C:19]4=[O:18])=[N:9][C:8]=3[C:6]=2[CH:7]=1, predict the reactants needed to synthesize it. The reactants are: [Br:1][C:2]1[CH:3]=[CH:4][C:5]2[O:14][C:13]3[C:12](=[O:15])[NH:11][C:10]([CH2:16]Cl)=[N:9][C:8]=3[C:6]=2[CH:7]=1.[O:18]=[C:19]1[C:27]2[C:22](=[CH:23][CH:24]=[CH:25][CH:26]=2)[C:21](=[O:28])[N-:20]1.[K+].